Dataset: Forward reaction prediction with 1.9M reactions from USPTO patents (1976-2016). Task: Predict the product of the given reaction. Given the reactants [Br:1][C:2]1[CH:3]=[C:4]([NH:13][CH:14]2[CH2:19][CH2:18][O:17][CH2:16][CH2:15]2)[C:5]([CH3:12])=[C:6]([CH:11]=1)[C:7]([O:9][CH3:10])=[O:8].[C:20](=O)([O-])[O-].[Cs+].[Cs+].CI, predict the reaction product. The product is: [Br:1][C:2]1[CH:3]=[C:4]([N:13]([CH3:20])[CH:14]2[CH2:19][CH2:18][O:17][CH2:16][CH2:15]2)[C:5]([CH3:12])=[C:6]([CH:11]=1)[C:7]([O:9][CH3:10])=[O:8].